This data is from Full USPTO retrosynthesis dataset with 1.9M reactions from patents (1976-2016). The task is: Predict the reactants needed to synthesize the given product. (1) Given the product [Br:1][C:2]1[CH:3]=[C:4]([NH:9][C:19](=[O:21])[CH3:20])[CH:5]=[N:6][C:7]=1[Cl:8], predict the reactants needed to synthesize it. The reactants are: [Br:1][C:2]1[CH:3]=[C:4]([NH2:9])[CH:5]=[N:6][C:7]=1[Cl:8].BrC1C=CC(N[C:19](=[O:21])[CH3:20])=NC=1Cl. (2) The reactants are: [NH2:1][C:2]1[C:3]2[N:4]([C:8]([C@@H:26]3[CH2:30][CH2:29][CH2:28][NH:27]3)=[N:9][C:10]=2[C:11]2[CH:25]=[CH:24][C:14]([C:15]([NH:17][C:18]3[CH:23]=[CH:22][CH:21]=[CH:20][N:19]=3)=[O:16])=[CH:13][CH:12]=2)[CH:5]=[CH:6][N:7]=1.C(N(CC)CC)C.Cl.[N:39]1([CH2:44]/[CH:45]=[CH:46]/[C:47](O)=[O:48])[CH2:43][CH2:42][CH2:41][CH2:40]1.CN(C(ON1N=NC2C=CC=NC1=2)=[N+](C)C)C.F[P-](F)(F)(F)(F)F. Given the product [NH2:1][C:2]1[C:3]2[N:4]([C:8]([C@@H:26]3[CH2:30][CH2:29][CH2:28][N:27]3[C:47](=[O:48])/[CH:46]=[CH:45]/[CH2:44][N:39]3[CH2:43][CH2:42][CH2:41][CH2:40]3)=[N:9][C:10]=2[C:11]2[CH:25]=[CH:24][C:14]([C:15]([NH:17][C:18]3[CH:23]=[CH:22][CH:21]=[CH:20][N:19]=3)=[O:16])=[CH:13][CH:12]=2)[CH:5]=[CH:6][N:7]=1, predict the reactants needed to synthesize it. (3) Given the product [N:1]12[CH2:10][CH:5]3[CH2:6][CH:7]([CH2:9][CH:3]([C@@H:4]3[NH:11][C:23](=[O:24])[C:22]3[CH:21]=[CH:20][C:19]([O:12][C:13]4[CH:18]=[CH:17][CH:16]=[CH:15][CH:14]=4)=[CH:27][CH:26]=3)[CH2:2]1)[CH2:8]2, predict the reactants needed to synthesize it. The reactants are: [N:1]12[CH2:10][CH:5]3[CH2:6][CH:7]([CH2:9][CH:3]([C@@H:4]3[NH2:11])[CH2:2]1)[CH2:8]2.[O:12]([C:19]1[CH:27]=[CH:26][C:22]([C:23](O)=[O:24])=[CH:21][CH:20]=1)[C:13]1[CH:18]=[CH:17][CH:16]=[CH:15][CH:14]=1.N. (4) Given the product [N:20]1[CH:25]=[CH:24][CH:23]=[C:22]([CH:26]2[S:31][CH2:30][CH2:29][N:28]([C:14]([C:10]3[CH:11]=[N:12][O:13][C:9]=3[C:6]3[CH:5]=[CH:4][C:3]([C:2]([F:1])([F:18])[F:17])=[CH:8][CH:7]=3)=[O:16])[CH2:27]2)[CH:21]=1, predict the reactants needed to synthesize it. The reactants are: [F:1][C:2]([F:18])([F:17])[C:3]1[CH:8]=[CH:7][C:6]([C:9]2[O:13][N:12]=[CH:11][C:10]=2[C:14]([OH:16])=O)=[CH:5][CH:4]=1.Cl.[N:20]1[CH:25]=[CH:24][CH:23]=[C:22]([CH:26]2[S:31][CH2:30][CH2:29][NH:28][CH2:27]2)[CH:21]=1. (5) Given the product [F:26][C:24]1[C:23]([F:27])=[CH:22][C:18]([C:19]([OH:21])=[O:20])=[C:17]([NH:16][CH2:4][CH2:3][O:7][CH3:8])[CH:25]=1, predict the reactants needed to synthesize it. The reactants are: CO[CH:3]([O:7][CH3:8])[CH2:4]OC.FC(F)(F)C(O)=O.[NH2:16][C:17]1[CH:25]=[C:24]([F:26])[C:23]([F:27])=[CH:22][C:18]=1[C:19]([OH:21])=[O:20].C(O[BH-](OC(=O)C)OC(=O)C)(=O)C.[Na+]. (6) Given the product [O:55]=[C:46]1[C:45]([CH:42]2[CH2:43][CH2:44][N:39]([C:1]([O:2][C@H:3]([CH2:4][C:5]3[CH:13]=[C:12]([CH3:14])[C:11]4[C:7](=[CH:8][N:9]([CH2:15][O:16][CH2:17][CH2:18][Si:19]([CH3:21])([CH3:22])[CH3:20])[N:10]=4)[CH:6]=3)[C:23]([O:25][CH3:26])=[O:24])=[O:27])[CH2:40][CH2:41]2)=[CH:54][C:53]2[C:48](=[CH:49][CH:50]=[CH:51][CH:52]=2)[NH:47]1, predict the reactants needed to synthesize it. The reactants are: [C:1](=O)([O:27]C1C=CC([N+]([O-])=O)=CC=1)[O:2][CH:3]([C:23]([O:25][CH3:26])=[O:24])[CH2:4][C:5]1[CH:13]=[C:12]([CH3:14])[C:11]2[C:7](=[CH:8][N:9]([CH2:15][O:16][CH2:17][CH2:18][Si:19]([CH3:22])([CH3:21])[CH3:20])[N:10]=2)[CH:6]=1.Cl.[NH:39]1[CH2:44][CH2:43][CH:42]([C:45]2[C:46](=[O:55])[NH:47][C:48]3[C:53]([CH:54]=2)=[CH:52][CH:51]=[CH:50][CH:49]=3)[CH2:41][CH2:40]1.C(N(C(C)C)CC)(C)C.